This data is from Full USPTO retrosynthesis dataset with 1.9M reactions from patents (1976-2016). The task is: Predict the reactants needed to synthesize the given product. (1) Given the product [N:8]1[CH:9]=[CH:10][N:11]2[CH:16]=[CH:15][CH:14]=[C:13]([CH2:17][NH:2][C@@H:3]3[CH2:6][C@H:5]([OH:7])[CH2:4]3)[C:12]=12, predict the reactants needed to synthesize it. The reactants are: Cl.[NH2:2][C@@H:3]1[CH2:6][C@H:5]([OH:7])[CH2:4]1.[N:8]1[CH:9]=[CH:10][N:11]2[CH:16]=[CH:15][CH:14]=[C:13]([CH:17]=O)[C:12]=12.CCN(C(C)C)C(C)C.C(O[BH-](OC(=O)C)OC(=O)C)(=O)C.[Na+]. (2) Given the product [Cl:26][C:23]1[CH:24]=[CH:25][C:20]([C:12]2[NH:13][C:14]3[C:19]([C:11]=2[CH2:10][C:9]([NH:8][C@@H:4]([CH:5]([CH3:6])[CH3:7])[C:3]([OH:38])=[O:2])=[O:37])=[CH:18][CH:17]=[CH:16][CH:15]=3)=[CH:21][C:22]=1[S:27](=[O:36])(=[O:35])[NH:28][CH:29]1[CH2:30][CH2:31][CH2:32][CH2:33][CH2:34]1, predict the reactants needed to synthesize it. The reactants are: C[O:2][C:3](=[O:38])[C@@H:4]([NH:8][C:9](=[O:37])[CH2:10][C:11]1[C:19]2[C:14](=[CH:15][CH:16]=[CH:17][CH:18]=2)[NH:13][C:12]=1[C:20]1[CH:25]=[CH:24][C:23]([Cl:26])=[C:22]([S:27](=[O:36])(=[O:35])[NH:28][CH:29]2[CH2:34][CH2:33][CH2:32][CH2:31][CH2:30]2)[CH:21]=1)[CH:5]([CH3:7])[CH3:6].[OH-].[Li+]. (3) Given the product [ClH:20].[ClH:20].[ClH:20].[CH3:19][N:16]1[CH2:17][CH2:18][N:13]([CH2:12][CH:9]2[CH2:10][S:7][C:6]([NH2:5])=[N:8]2)[CH2:14][CH2:15]1, predict the reactants needed to synthesize it. The reactants are: C([NH:5][C:6]([NH:8][CH:9]([CH2:12][N:13]1[CH2:18][CH2:17][N:16]([CH3:19])[CH2:15][CH2:14]1)[CH2:10]O)=[S:7])(C)(C)C.[ClH:20].